Task: Predict which catalyst facilitates the given reaction.. Dataset: Catalyst prediction with 721,799 reactions and 888 catalyst types from USPTO Reactant: [I-].[F:2][C:3]1[CH:8]=[CH:7][CH:6]=[CH:5][C:4]=1[N:9]1[C:17]2[C:12](=[C:13]([N:18]3[C:22](=[O:23])[CH:21]4[CH2:24][N:25]([C:27]([N:29]5[CH:33]=[CH:32][N+](C)=C5)=[O:28])[CH2:26][CH:20]4[CH2:19]3)[CH:14]=[CH:15][CH:16]=2)[CH:11]=[N:10]1.Cl.[O:36]1C(NC)=[CH:39][N:38]=[CH:37]1.C(N(CC)CC)C. Product: [F:2][C:3]1[CH:8]=[CH:7][CH:6]=[CH:5][C:4]=1[N:9]1[C:17]2[C:12](=[C:13]([N:18]3[C:22](=[O:23])[C@H:21]4[CH2:24][N:25]([C:27]([NH:29][CH2:33][C:32]5[O:36][CH:37]=[N:38][CH:39]=5)=[O:28])[CH2:26][C@H:20]4[CH2:19]3)[CH:14]=[CH:15][CH:16]=2)[CH:11]=[N:10]1. The catalyst class is: 2.